From a dataset of Reaction yield outcomes from USPTO patents with 853,638 reactions. Predict the reaction yield, written as a fraction of the theoretical maximum amount of product (1.0 means a 100% yield; for example, 0.34 means a 34% yield). (1) The reactants are [F:1][C:2]1[CH:3]=[C:4]2[C:8](=[CH:9][CH:10]=1)[NH:7][CH:6]=[CH:5]2.[C:11]1([CH3:21])[CH:16]=[CH:15][C:14]([S:17](Cl)(=[O:19])=[O:18])=[CH:13][CH:12]=1.[OH-].[Na+]. The catalyst is C1(C)C=CC=CC=1.O.S([O-])(O)(=O)=O.C([N+](CCCC)(CCCC)CCCC)CCC. The product is [F:1][C:2]1[CH:3]=[C:4]2[C:8](=[CH:9][CH:10]=1)[N:7]([S:17]([C:14]1[CH:15]=[CH:16][C:11]([CH3:21])=[CH:12][CH:13]=1)(=[O:19])=[O:18])[CH:6]=[CH:5]2. The yield is 0.780. (2) The reactants are [Cl:1][C:2]1[C:10]2[C:5](=[CH:6][CH:7]=[C:8]([N+:11]([O-])=O)[CH:9]=2)[N:4]([CH2:14][C:15]2[CH:20]=[CH:19][CH:18]=[CH:17][N:16]=2)[CH:3]=1.S(S([O-])=O)([O-])=O.[Na+].[Na+]. The catalyst is C(O)C.O. The product is [NH2:11][C:8]1[CH:9]=[C:10]2[C:5](=[CH:6][CH:7]=1)[N:4]([CH2:14][C:15]1[CH:20]=[CH:19][CH:18]=[CH:17][N:16]=1)[CH:3]=[C:2]2[Cl:1]. The yield is 0.230. (3) The reactants are [CH3:1][O:2][C:3]([C@H:5]1[CH2:10][CH2:9][C@H:8]([CH2:11][NH:12][C:13]2[CH:18]=[C:17]([C:19]([F:22])([F:21])[F:20])[CH:16]=[CH:15][C:14]=2[N+:23]([O-])=O)[CH2:7][CH2:6]1)=[O:4].[O-]S(S([O-])=O)=O.[Na+].[Na+].[O:34]1CCOC[CH2:35]1. The catalyst is [OH-].[NH4+]. The product is [CH3:1][O:2][C:3]([C@H:5]1[CH2:10][CH2:9][C@H:8]([CH2:11][N:12]2[C:13]3[CH:18]=[C:17]([C:19]([F:22])([F:21])[F:20])[CH:16]=[CH:15][C:14]=3[NH:23][C:35]2=[O:34])[CH2:7][CH2:6]1)=[O:4]. The yield is 0.490.